Dataset: Reaction yield outcomes from USPTO patents with 853,638 reactions. Task: Predict the reaction yield, written as a fraction of the theoretical maximum amount of product (1.0 means a 100% yield; for example, 0.34 means a 34% yield). (1) The reactants are [OH-].[Na+].[F:3][C:4]1[CH:5]=[C:6]([N:10]2[CH2:14][CH2:13][CH2:12][C@@H:11]2[C:15]2[CH:16]=[C:17]([C:32]([O:34]C)=[O:33])[CH:18]=[C:19]3[C:24]=2[O:23][C:22]([N:25]2[CH2:30][CH2:29][O:28][CH2:27][CH2:26]2)=[CH:21][C:20]3=[O:31])[CH:7]=[CH:8][CH:9]=1.Cl. The catalyst is C1COCC1.CO. The product is [F:3][C:4]1[CH:5]=[C:6]([N:10]2[CH2:14][CH2:13][CH2:12][C@@H:11]2[C:15]2[CH:16]=[C:17]([C:32]([OH:34])=[O:33])[CH:18]=[C:19]3[C:24]=2[O:23][C:22]([N:25]2[CH2:30][CH2:29][O:28][CH2:27][CH2:26]2)=[CH:21][C:20]3=[O:31])[CH:7]=[CH:8][CH:9]=1. The yield is 0.860. (2) The catalyst is O1CCCC1. The reactants are CN(C)C(N(C)C)=N.[CH3:9][O:10][C:11](=[O:40])[CH:12](P(OC)(OC)=O)[NH:13][C:14](=[O:33])[C:15]1[CH:20]=[CH:19][C:18]([C:21](=[O:31])[CH2:22][CH2:23][C:24]2[CH:29]=[CH:28][CH:27]=[C:26]([OH:30])[CH:25]=2)=[CH:17][C:16]=1[Cl:32].[CH3:41][C:42]1[S:43][C:44]([CH:48]=O)=[C:45]([CH3:47])[N:46]=1. The yield is 0.820. The product is [CH3:9][O:10][C:11](=[O:40])/[C:12](/[NH:13][C:14](=[O:33])[C:15]1[CH:20]=[CH:19][C:18]([C:21](=[O:31])[CH2:22][CH2:23][C:24]2[CH:29]=[CH:28][CH:27]=[C:26]([OH:30])[CH:25]=2)=[CH:17][C:16]=1[Cl:32])=[CH:48]/[C:44]1[S:43][C:42]([CH3:41])=[N:46][C:45]=1[CH3:47]. (3) The reactants are [CH2:1]([O:8][C:9]([NH:11][C:12]1[CH:17]=[CH:16][C:15]([C:18]2[O:19][CH:20]([CH3:27])[CH:21]([C:23]([O:25][CH3:26])=[O:24])[N:22]=2)=[CH:14][C:13]=1[CH3:28])=[O:10])[C:2]1[CH:7]=[CH:6][CH:5]=[CH:4][CH:3]=1.BrCC(Cl)(Cl)Cl.C1CCN2C(=NCCC2)CC1. The catalyst is ClCCl. The product is [CH2:1]([O:8][C:9]([NH:11][C:12]1[CH:17]=[CH:16][C:15]([C:18]2[O:19][C:20]([CH3:27])=[C:21]([C:23]([O:25][CH3:26])=[O:24])[N:22]=2)=[CH:14][C:13]=1[CH3:28])=[O:10])[C:2]1[CH:7]=[CH:6][CH:5]=[CH:4][CH:3]=1. The yield is 0.400. (4) The reactants are [OH:1][CH2:2][CH2:3][O:4][C:5]1[CH:13]=[CH:12][C:8]([C:9]([OH:11])=O)=[CH:7][CH:6]=1.[NH:14]1[CH2:18][CH2:17][CH2:16][C@H:15]1[CH2:19][N:20]1[CH2:24][CH2:23][CH2:22][CH2:21]1.C(N(CC)CC)C.F[P-](F)(F)(F)(F)F.N1(O[P+](N2CCCC2)(N2CCCC2)N2CCCC2)C2C=CC=CC=2N=N1. The catalyst is ClCCl. The product is [OH:1][CH2:2][CH2:3][O:4][C:5]1[CH:6]=[CH:7][C:8]([C:9]([N:14]2[CH2:18][CH2:17][CH2:16][C@H:15]2[CH2:19][N:20]2[CH2:24][CH2:23][CH2:22][CH2:21]2)=[O:11])=[CH:12][CH:13]=1. The yield is 0.660. (5) The reactants are [Cl:1][C:2]1[C:6]([Cl:7])=[C:5]([CH3:8])[NH:4][C:3]=1[C:9]([NH:11][C@@H:12]1[CH2:17][CH2:16][NH:15][CH2:14][C@@H:13]1[O:18][CH2:19][CH3:20])=[O:10].Br[C:22]1[S:23][C:24]([C:34]([O:36][CH2:37][CH3:38])=[O:35])=[C:25]([C:27]2[CH:32]=[N:31][C:30]([Cl:33])=[CH:29][N:28]=2)[N:26]=1.C(N(CC)C(C)C)(C)C. The catalyst is CN1CCCC1. The product is [Cl:33][C:30]1[N:31]=[CH:32][C:27]([C:25]2[N:26]=[C:22]([N:15]3[CH2:16][CH2:17][C@@H:12]([NH:11][C:9]([C:3]4[NH:4][C:5]([CH3:8])=[C:6]([Cl:7])[C:2]=4[Cl:1])=[O:10])[C@@H:13]([O:18][CH2:19][CH3:20])[CH2:14]3)[S:23][C:24]=2[C:34]([O:36][CH2:37][CH3:38])=[O:35])=[N:28][CH:29]=1. The yield is 0.790. (6) The reactants are [Br:1][CH2:2][C:3]1[CH:10]=[CH:9][C:6]([C:7]#N)=[CH:5][C:4]=1[Cl:11].[H-].C([Al+]CC(C)C)C(C)C.Cl.[OH2:23]. The catalyst is C1(C)C=CC=CC=1. The product is [Br:1][CH2:2][C:3]1[CH:10]=[CH:9][C:6]([CH:7]=[O:23])=[CH:5][C:4]=1[Cl:11]. The yield is 0.800. (7) The reactants are [C:1]([O:8][CH3:9])(=[O:7])/[CH:2]=[CH:3]\[C:4]([OH:6])=[O:5].C(O)(=O)/C=C\C(O)=O.[BrH:18].C(O)(=O)C. No catalyst specified. The product is [Br:18][CH:2]([CH2:3][C:4]([OH:6])=[O:5])[C:1]([O:8][CH3:9])=[O:7]. The yield is 0.818.